Dataset: Retrosynthesis with 50K atom-mapped reactions and 10 reaction types from USPTO. Task: Predict the reactants needed to synthesize the given product. (1) Given the product O=C(NCC1CCC1)c1cnc(Nc2cccc(C(F)(F)F)c2F)nc1C(F)(F)F, predict the reactants needed to synthesize it. The reactants are: Nc1cccc(C(F)(F)F)c1F.O=C(NCC1CCC1)c1cnc(Cl)nc1C(F)(F)F. (2) Given the product C[C@H](Nc1nccc(-n2cc(-c3ccncc3)nc2-c2ccc(F)cc2)n1)c1ccccc1, predict the reactants needed to synthesize it. The reactants are: C[C@H](Nc1nccc(-n2cc(Br)nc2-c2ccc(F)cc2)n1)c1ccccc1.C[Sn](C)(C)c1ccncc1. (3) Given the product C[C@H](NC(CCc1ccccc1)C(=O)O)C(=O)N1CC2CCCCC2[C@H]1C(=O)O, predict the reactants needed to synthesize it. The reactants are: CCOC(=O)C(CCc1ccccc1)N[C@@H](C)C(=O)N1CC2CCCCC2[C@H]1C(=O)O. (4) Given the product COc1cc2ncc(C#N)c(Nc3cccc(O)c3C)c2cc1OC, predict the reactants needed to synthesize it. The reactants are: COc1cc2ncc(C#N)c(Cl)c2cc1OC.Cc1c(N)cccc1O. (5) Given the product COC(=O)c1cc(N2CCC2)c(C(F)(F)F)cc1[N+](=O)[O-], predict the reactants needed to synthesize it. The reactants are: C1CNC1.COC(=O)c1cc(F)c(C(F)(F)F)cc1[N+](=O)[O-].